Dataset: Full USPTO retrosynthesis dataset with 1.9M reactions from patents (1976-2016). Task: Predict the reactants needed to synthesize the given product. (1) Given the product [OH:8][C:9]1[C:10]([C:21]([O:23][CH3:24])=[O:22])=[N:11][N:12]2[C:17]([CH3:18])=[CH:16][N:15]([CH3:19])[C:14](=[O:20])[C:13]=12, predict the reactants needed to synthesize it. The reactants are: C([O:8][C:9]1[C:10]([C:21]([O:23][CH3:24])=[O:22])=[N:11][N:12]2[C:17]([CH3:18])=[CH:16][N:15]([CH3:19])[C:14](=[O:20])[C:13]=12)C1C=CC=CC=1.C(O)(C(F)(F)F)=O. (2) The reactants are: Cl[C:2]1[N:3]=[CH:4][C:5]([C:8]([O:10][CH3:11])=[O:9])=[N:6][CH:7]=1.[C:12](=O)([O-])[O-].[K+].[K+].[CH3:18][CH2:19][OH:20]. Given the product [CH2:19]([O:20][C:2]1[N:3]=[CH:4][C:5]([C:8]([O:10][CH2:11][CH3:12])=[O:9])=[N:6][CH:7]=1)[CH3:18], predict the reactants needed to synthesize it. (3) Given the product [F:1][C:2]1[CH:11]=[C:10]([F:12])[CH:9]=[C:8]2[C:3]=1[C:4]([NH:20][C:21]1[CH:22]=[N:23][CH:24]=[C:25]([N:27]3[CH2:32][CH2:31][O:30][CH2:29][CH2:28]3)[CH:26]=1)=[C:5]([CH3:19])[C:6]([N:13]1[CH2:14][CH2:15][N:16]([CH:36]3[CH2:37][CH2:38][O:33][CH2:34][CH2:35]3)[CH2:17][CH2:18]1)=[N:7]2, predict the reactants needed to synthesize it. The reactants are: [F:1][C:2]1[CH:11]=[C:10]([F:12])[CH:9]=[C:8]2[C:3]=1[C:4]([NH:20][C:21]1[CH:22]=[N:23][CH:24]=[C:25]([N:27]3[CH2:32][CH2:31][O:30][CH2:29][CH2:28]3)[CH:26]=1)=[C:5]([CH3:19])[C:6]([N:13]1[CH2:18][CH2:17][NH:16][CH2:15][CH2:14]1)=[N:7]2.[O:33]1[CH2:38][CH2:37][C:36](=O)[CH2:35][CH2:34]1. (4) Given the product [CH2:1]([O:5][C:6]1[CH:11]=[C:10]([CH2:12][CH2:13][C:14]([O:16][CH3:17])=[O:15])[CH:9]=[CH:8][C:7]=1[C:18]1[CH:23]=[CH:22][CH:21]=[C:20]([CH2:24][NH:25][CH3:26])[CH:19]=1)[CH2:2][CH2:3][CH3:4], predict the reactants needed to synthesize it. The reactants are: [CH2:1]([O:5][C:6]1[CH:11]=[C:10]([CH2:12][CH2:13][C:14]([O:16][CH3:17])=[O:15])[CH:9]=[CH:8][C:7]=1[C:18]1[CH:23]=[CH:22][CH:21]=[C:20]([CH2:24][N:25](C(OC(C)(C)C)=O)[CH3:26])[CH:19]=1)[CH2:2][CH2:3][CH3:4].FC(F)(F)C(O)=O. (5) Given the product [CH2:28]([O:29][C:30]1[CH:31]=[CH:13][C:14]([C:2]2[S:10][C:9]3[C:8](=[O:11])[N:7]=[CH:6][N:5]([CH2:12][C:13]4[CH:18]=[CH:17][C:16]([Cl:19])=[CH:15][CH:14]=4)[C:4]=3[CH:3]=2)=[CH:15][C:16]=1[Cl:19])[C:27]1[CH:8]=[CH:9][CH:4]=[CH:3][CH:2]=1, predict the reactants needed to synthesize it. The reactants are: Br[C:2]1[S:10][C:9]2[C:8](=[O:11])[N:7]=[CH:6][N:5]([CH2:12][C:13]3[CH:18]=[CH:17][C:16]([Cl:19])=[CH:15][CH:14]=3)[C:4]=2[CH:3]=1.C([O-])([O-])=O.[K+].[K+].O1[CH2:31][CH2:30][O:29][CH2:28][CH2:27]1. (6) Given the product [ClH:16].[ClH:15].[CH2:40]([N:37]([CH2:38][CH3:39])[CH2:36][CH2:35][NH:34][C:32]([C:26]1[C:25]2[C:30](=[C:17]([NH:10][C:9]3[CH:11]=[CH:12][C:6]([NH:5][S:2]([CH3:1])(=[O:4])=[O:3])=[CH:7][C:8]=3[O:13][CH3:14])[C:18]3[C:23]([N:24]=2)=[CH:22][CH:21]=[CH:20][CH:19]=3)[CH:29]=[C:28]([I:31])[CH:27]=1)=[O:33])[CH3:41], predict the reactants needed to synthesize it. The reactants are: [CH3:1][S:2]([NH:5][C:6]1[CH:12]=[CH:11][C:9]([NH2:10])=[C:8]([O:13][CH3:14])[CH:7]=1)(=[O:4])=[O:3].[ClH:15].[Cl:16][C:17]1[C:18]2[C:23]([N:24]=[C:25]3[C:30]=1[CH:29]=[C:28]([I:31])[CH:27]=[C:26]3[C:32]([NH:34][CH2:35][CH2:36][N:37]([CH2:40][CH3:41])[CH2:38][CH3:39])=[O:33])=[CH:22][CH:21]=[CH:20][CH:19]=2.[Na+].C(=O)([O-])[O-].[Na+]. (7) Given the product [Cl:10][C:11]1[N:12]=[CH:13][C:14]2[N:17]=[C:1]([C:2]3[CH:3]=[CH:4][CH:5]=[CH:6][CH:7]=3)[O:9][C:15]=2[N:16]=1, predict the reactants needed to synthesize it. The reactants are: [C:1]([OH:9])(=O)[C:2]1[CH:7]=[CH:6][CH:5]=[CH:4][CH:3]=1.[Cl:10][C:11]1[N:16]=[CH:15][C:14]([NH2:17])=[C:13](Cl)[N:12]=1.